Dataset: Reaction yield outcomes from USPTO patents with 853,638 reactions. Task: Predict the reaction yield, written as a fraction of the theoretical maximum amount of product (1.0 means a 100% yield; for example, 0.34 means a 34% yield). (1) The yield is 0.850. The reactants are C([O:4][C@H:5]1[C@@H:37]([O:38]C(=O)C)[C@H:36]([O:42]C(=O)C)[C@@H:35]([CH2:46][O:47]C(=O)C)[O:34][C@@H:6]1[O:7][C:8]1[CH:13]=[CH:12][C:11]([N:14]2[C:22]3[C:17](=[CH:18][C:19]([NH:23][C:24](=[O:32])[C:25]4[CH:30]=[CH:29][C:28]([Cl:31])=[CH:27][CH:26]=4)=[CH:20][CH:21]=3)[CH:16]=[CH:15]2)=[CH:10][C:9]=1[Cl:33])(=O)C. The catalyst is CO. The product is [O:7]([C:8]1[CH:13]=[CH:12][C:11]([N:14]2[C:22]3[C:17](=[CH:18][C:19]([NH:23][C:24](=[O:32])[C:25]4[CH:30]=[CH:29][C:28]([Cl:31])=[CH:27][CH:26]=4)=[CH:20][CH:21]=3)[CH:16]=[CH:15]2)=[CH:10][C:9]=1[Cl:33])[C@H:6]1[O:34][C@H:35]([CH2:46][OH:47])[C@@H:36]([OH:42])[C@H:37]([OH:38])[C@@H:5]1[OH:4]. (2) The reactants are C(OC(=O)[NH:7][C@H:8]([CH2:34][C:35]1[CH:40]=[C:39]([F:41])[C:38]([F:42])=[CH:37][C:36]=1[F:43])[CH2:9][C:10]([N:12]1[CH2:17][CH2:16][N:15]2[C:18]([C:30]([F:33])([F:32])[F:31])=[N:19][C:20]([C:21]([N:23]3[CH2:27][CH2:26][CH2:25][C@H:24]3[CH2:28][OH:29])=[O:22])=[C:14]2[CH2:13]1)=[O:11])(C)(C)C.[Cl:45]CCl.Cl. The catalyst is CO. The product is [ClH:45].[NH2:7][C@H:8]([CH2:34][C:35]1[CH:40]=[C:39]([F:41])[C:38]([F:42])=[CH:37][C:36]=1[F:43])[CH2:9][C:10]([N:12]1[CH2:17][CH2:16][N:15]2[C:18]([C:30]([F:33])([F:32])[F:31])=[N:19][C:20]([C:21]([N:23]3[CH2:27][CH2:26][CH2:25][C@H:24]3[CH2:28][OH:29])=[O:22])=[C:14]2[CH2:13]1)=[O:11]. The yield is 0.840. (3) The reactants are Cl[C:2]1[CH:3]=[C:4]([CH:23]=[C:24]([CH2:26][OH:27])[N:25]=1)[C:5]([NH:7][CH:8]([C:10]1[CH:11]=[N:12][C:13]([O:17][CH2:18][C:19]([F:22])([F:21])[F:20])=[C:14]([CH3:16])[CH:15]=1)[CH3:9])=[O:6].[C:28]([NH2:32])(=[O:31])[CH2:29][CH3:30].C1(P(C2C=CC=CC=2)C2C3OC4C(=CC=CC=4P(C4C=CC=CC=4)C4C=CC=CC=4)C(C)(C)C=3C=CC=2)C=CC=CC=1.P([O-])([O-])([O-])=O.[K+].[K+].[K+]. The catalyst is C1C=CC(/C=C/C(/C=C/C2C=CC=CC=2)=O)=CC=1.C1C=CC(/C=C/C(/C=C/C2C=CC=CC=2)=O)=CC=1.C1C=CC(/C=C/C(/C=C/C2C=CC=CC=2)=O)=CC=1.[Pd].[Pd].O1CCOCC1. The product is [OH:27][CH2:26][C:24]1[CH:23]=[C:4]([CH:3]=[C:2]([NH:32][C:28](=[O:31])[CH2:29][CH3:30])[N:25]=1)[C:5]([NH:7][CH:8]([C:10]1[CH:11]=[N:12][C:13]([O:17][CH2:18][C:19]([F:22])([F:21])[F:20])=[C:14]([CH3:16])[CH:15]=1)[CH3:9])=[O:6]. The yield is 0.240.